This data is from Peptide-MHC class I binding affinity with 185,985 pairs from IEDB/IMGT. The task is: Regression. Given a peptide amino acid sequence and an MHC pseudo amino acid sequence, predict their binding affinity value. This is MHC class I binding data. (1) The peptide sequence is VALFSSCPVAY. The MHC is HLA-B37:01 with pseudo-sequence HLA-B37:01. The binding affinity (normalized) is 0.0847. (2) The peptide sequence is VFGSVYTTMF. The MHC is HLA-A24:02 with pseudo-sequence HLA-A24:02. The binding affinity (normalized) is 0.347. (3) The peptide sequence is FSVPLDEDF. The MHC is HLA-B35:03 with pseudo-sequence HLA-B35:03. The binding affinity (normalized) is 0. (4) The peptide sequence is FIKGFLYHT. The MHC is HLA-A02:01 with pseudo-sequence HLA-A02:01. The binding affinity (normalized) is 0.336. (5) The peptide sequence is AMNREVSSL. The MHC is HLA-A02:03 with pseudo-sequence HLA-A02:03. The binding affinity (normalized) is 0.873. (6) The peptide sequence is TERQANFL. The MHC is HLA-B08:01 with pseudo-sequence HLA-B08:01. The binding affinity (normalized) is 0.144.